Dataset: Peptide-MHC class I binding affinity with 185,985 pairs from IEDB/IMGT. Task: Regression. Given a peptide amino acid sequence and an MHC pseudo amino acid sequence, predict their binding affinity value. This is MHC class I binding data. The peptide sequence is AVDLYHFLK. The MHC is HLA-B57:01 with pseudo-sequence HLA-B57:01. The binding affinity (normalized) is 0.0290.